This data is from Forward reaction prediction with 1.9M reactions from USPTO patents (1976-2016). The task is: Predict the product of the given reaction. (1) The product is: [CH2:7]([NH:19][CH2:34][CH2:33][CH2:32][CH2:31][O:30][C:21]1[CH:22]=[CH:23][C:24]2[C:29](=[CH:28][CH:27]=[CH:26][CH:25]=2)[CH:20]=1)[CH2:8][CH2:9][CH2:10][CH2:11][CH2:12][CH2:13][CH2:14][CH2:15][CH2:16][CH2:17][CH3:18]. Given the reactants C(=O)([O-])[O-].[K+].[K+].[CH2:7]([NH2:19])[CH2:8][CH2:9][CH2:10][CH2:11][CH2:12][CH2:13][CH2:14][CH2:15][CH2:16][CH2:17][CH3:18].[CH:20]1[C:29]2[C:24](=[CH:25][CH:26]=[CH:27][CH:28]=2)[CH:23]=[CH:22][C:21]=1[O:30][CH2:31][CH2:32][CH2:33][CH2:34]Cl, predict the reaction product. (2) Given the reactants [CH3:1][N:2]1[CH2:7][CH2:6][NH:5][CH2:4][CH2:3]1.[CH3:8][O:9][C:10]([C:12]1[CH:13]=[C:14]([CH3:35])[C:15]2[O:21][C:20]3[C:22]([Cl:31])=[CH:23][C:24]([NH:26][C:27](=[O:30])[CH2:28]Cl)=[CH:25][C:19]=3[CH2:18][S:17](=[O:33])(=[O:32])[C:16]=2[CH:34]=1)=[O:11], predict the reaction product. The product is: [CH3:8][O:9][C:10]([C:12]1[CH:13]=[C:14]([CH3:35])[C:15]2[O:21][C:20]3[C:22]([Cl:31])=[CH:23][C:24]([NH:26][C:27](=[O:30])[CH2:28][N:5]4[CH2:6][CH2:7][N:2]([CH3:1])[CH2:3][CH2:4]4)=[CH:25][C:19]=3[CH2:18][S:17](=[O:32])(=[O:33])[C:16]=2[CH:34]=1)=[O:11]. (3) Given the reactants [CH2:1]([C:8]1[S:12][C:11]([NH2:13])=[N:10][C:9]=1[C:14]1[CH:19]=[CH:18][CH:17]=[CH:16][CH:15]=1)[C:2]1[CH:7]=[CH:6][CH:5]=[CH:4][CH:3]=1.[Br:20][C:21]1[CH:22]=[C:23]([C:30](=[O:36])[CH2:31][CH2:32][C:33](O)=[O:34])[CH:24]=[CH:25][C:26]=1[O:27][CH2:28][CH3:29].C1C=CC2N(O)N=NC=2C=1.CCN=C=NCCCN(C)C, predict the reaction product. The product is: [CH2:1]([C:8]1[S:12][C:11]([NH:13][C:33](=[O:34])[CH2:32][CH2:31][C:30]([C:23]2[CH:24]=[CH:25][C:26]([O:27][CH2:28][CH3:29])=[C:21]([Br:20])[CH:22]=2)=[O:36])=[N:10][C:9]=1[C:14]1[CH:19]=[CH:18][CH:17]=[CH:16][CH:15]=1)[C:2]1[CH:3]=[CH:4][CH:5]=[CH:6][CH:7]=1. (4) Given the reactants [C:1]([C:3]1[C:4]2[S:10][C:9]([CH3:11])=[CH:8][C:5]=2[NH:6][CH:7]=1)#[N:2].I[C:13]1[CH:22]=[CH:21][C:16]([C:17]([O:19][CH3:20])=[O:18])=[C:15]([O:23][CH2:24][O:25][CH3:26])[CH:14]=1.C(=O)([O-])[O-].[K+].[K+], predict the reaction product. The product is: [C:1]([C:3]1[C:4]2[S:10][C:9]([CH3:11])=[CH:8][C:5]=2[N:6]([C:13]2[CH:22]=[CH:21][C:16]([C:17]([O:19][CH3:20])=[O:18])=[C:15]([O:23][CH2:24][O:25][CH3:26])[CH:14]=2)[CH:7]=1)#[N:2]. (5) Given the reactants [CH3:1][CH2:2][N:3]1[C:9](=[O:10])[C:7](=[O:8])[N:6]([C:11]([NH:13][C@@H:14]([C:21]([NH:23][C@@H:24]2[C:27](=[O:28])[N:26]3[C@@H:29]([C:34]([OH:36])=[O:35])[C:30]([CH3:33])([CH3:32])[S:31][C@H:25]23)=[O:22])[C:15]2[CH:16]=[CH:17][CH:18]=[CH:19][CH:20]=2)=[O:12])[CH2:5][CH2:4]1.[CH3:37][C@@:38]1([CH2:51][N:52]2[N:56]=[N:55][CH:54]=[CH:53]2)[S:42](=[O:44])(=[O:43])[C@@H:41]2[CH2:45][C:46](=[O:47])[N:40]2[C@H:39]1[C:48]([OH:50])=[O:49].C(=O)(O)[O-].[Na+:61], predict the reaction product. The product is: [CH3:1][CH2:2][N:3]1[C:9](=[O:10])[C:7](=[O:8])[N:6]([C:11]([NH:13][C@@H:14]([C:21]([NH:23][C@@H:24]2[C:27](=[O:28])[N:26]3[C@@H:29]([C:34]([O-:36])=[O:35])[C:30]([CH3:32])([CH3:33])[S:31][C@H:25]23)=[O:22])[C:15]2[CH:20]=[CH:19][CH:18]=[CH:17][CH:16]=2)=[O:12])[CH2:5][CH2:4]1.[Na+:61].[CH3:37][C@@:38]1([CH2:51][N:52]2[N:56]=[N:55][CH:54]=[CH:53]2)[S:42](=[O:43])(=[O:44])[C@@H:41]2[CH2:45][C:46](=[O:47])[N:40]2[C@H:39]1[C:48]([O-:50])=[O:49].[Na+:61]. (6) The product is: [CH3:1][O:2][C:3]1[C:59]([O:60][CH2:61][CH2:62][CH2:63][O:64][C:65]2[C:66]([O:92][CH3:93])=[CH:67][C:68]3[C:74](=[O:75])[N:73]4[CH:76]=[C:77](/[CH:79]=[CH:80]/[CH3:81])[CH2:78][C@H:72]4[CH:71]=[N:70][C:69]=3[CH:91]=2)=[CH:58][C:6]2[N:7]=[CH:8][C@@H:9]3[CH2:15][C:14](/[CH:16]=[CH:17]/[CH2:18][NH:19][C:20](=[O:48])[C@@H:21]([NH:23][C:24](=[O:47])[C@@H:25]([NH:29][C:30](=[O:46])[O:31][CH2:32][CH:33]4[C:45]5[CH:44]=[CH:43][CH:42]=[CH:41][C:40]=5[C:39]5[C:34]4=[CH:35][CH:36]=[CH:37][CH:38]=5)[CH:26]([CH3:28])[CH3:27])[CH3:22])=[CH:13][N:10]3[C:11](=[O:12])[C:5]=2[CH:4]=1. Given the reactants [CH3:1][O:2][C:3]1[C:59]([O:60][CH2:61][CH2:62][CH2:63][O:64][C:65]2[C:66]([O:92][CH3:93])=[CH:67][C:68]3[C:74](=[O:75])[N:73]4[CH:76]=[C:77](/[CH:79]=[CH:80]/[CH3:81])[CH2:78][C@H:72]4[C:71](=O)[N:70](COCC[Si](C)(C)C)[C:69]=3[CH:91]=2)=[CH:58][C:6]2[N:7](COCC[Si](C)(C)C)[C:8](=O)[C@@H:9]3[CH2:15][C:14](/[CH:16]=[CH:17]/[CH2:18][NH:19][C:20](=[O:48])[C@@H:21]([NH:23][C:24](=[O:47])[C@@H:25]([NH:29][C:30](=[O:46])[O:31][CH2:32][CH:33]4[C:45]5[CH:44]=[CH:43][CH:42]=[CH:41][C:40]=5[C:39]5[C:34]4=[CH:35][CH:36]=[CH:37][CH:38]=5)[CH:26]([CH3:28])[CH3:27])[CH3:22])=[CH:13][N:10]3[C:11](=[O:12])[C:5]=2[CH:4]=1.[Li+].[B-](CC)(CC)CC, predict the reaction product. (7) Given the reactants Cl.[NH2:2][C@H:3]1[CH2:8][CH2:7][C@H:6]([OH:9])[CH2:5][CH2:4]1.C([O-])([O-])=O.[Na+].[Na+].Cl[C:17]([O:19][CH2:20][C:21]1[CH:26]=[CH:25][CH:24]=[CH:23][CH:22]=1)=[O:18], predict the reaction product. The product is: [CH2:20]([O:19][C:17](=[O:18])[NH:2][C@H:3]1[CH2:8][CH2:7][C@H:6]([OH:9])[CH2:5][CH2:4]1)[C:21]1[CH:26]=[CH:25][CH:24]=[CH:23][CH:22]=1.